This data is from Reaction yield outcomes from USPTO patents with 853,638 reactions. The task is: Predict the reaction yield, written as a fraction of the theoretical maximum amount of product (1.0 means a 100% yield; for example, 0.34 means a 34% yield). (1) The catalyst is C(Cl)Cl. The yield is 0.780. The product is [CH3:23][C:22]1[CH:24]=[CH:25][C:19]([S:16]([O:1][CH2:2][CH:3]2[CH2:8][CH2:7][N:6]([C:9]([O:11][C:12]([CH3:15])([CH3:14])[CH3:13])=[O:10])[CH2:5][CH2:4]2)(=[O:18])=[O:17])=[CH:20][CH:21]=1. The reactants are [OH:1][CH2:2][CH:3]1[CH2:8][CH2:7][N:6]([C:9]([O:11][C:12]([CH3:15])([CH3:14])[CH3:13])=[O:10])[CH2:5][CH2:4]1.[S:16](Cl)([C:19]1[CH:25]=[CH:24][C:22]([CH3:23])=[CH:21][CH:20]=1)(=[O:18])=[O:17]. (2) The reactants are OO.[NH2:3][C:4]([CH3:22])([CH3:21])[CH2:5][C:6]1[CH:20]=[CH:19][C:9]([O:10][C:11]2[CH:18]=[CH:17][C:14]([C:15]#[N:16])=[CH:13][CH:12]=2)=[CH:8][CH:7]=1.C([O-])([O-])=[O:24].[K+].[K+].CS(C)=O. The catalyst is O. The product is [NH2:3][C:4]([CH3:22])([CH3:21])[CH2:5][C:6]1[CH:7]=[CH:8][C:9]([O:10][C:11]2[CH:18]=[CH:17][C:14]([C:15]([NH2:16])=[O:24])=[CH:13][CH:12]=2)=[CH:19][CH:20]=1. The yield is 0.970. (3) The product is [CH2:17]([N:14]1[C:15](=[O:16])[N:6]2[N:5]=[CH:4][C:3]([C:1]#[N:2])=[C:7]2[N:8]=[C:9]1[CH3:10])[CH3:18]. The reactants are [C:1]([C:3]1[CH:4]=[N:5][NH:6][C:7]=1/[N:8]=[C:9](/OCC)\[CH3:10])#[N:2].[N:14]([CH2:17][CH3:18])=[C:15]=[O:16]. The yield is 0.0880. The catalyst is C1COCC1.